This data is from HIV replication inhibition screening data with 41,000+ compounds from the AIDS Antiviral Screen. The task is: Binary Classification. Given a drug SMILES string, predict its activity (active/inactive) in a high-throughput screening assay against a specified biological target. (1) The molecule is S=C(SSC(=S)N1CCCCC1)N1CCCCC1. The result is 0 (inactive). (2) The molecule is CCCc1cc(=O)oc2c3c(c4c(c12)OC(C)(C)C(O)C4O)OC(C)C(C)C3O. The result is 0 (inactive). (3) The compound is CCC1=NC(C(F)(F)F)(C(F)(F)F)N=C(N2CCOCC2)O1. The result is 0 (inactive). (4) The drug is COc1ccc(C2C3=C(COC3=O)OC(C)(C)Oc3cc4c(cc32)OCO4)cc1. The result is 0 (inactive). (5) The drug is N#CC1(C#N)C=CC(=C2OCC3CCCN23)C=C1. The result is 0 (inactive).